This data is from Reaction yield outcomes from USPTO patents with 853,638 reactions. The task is: Predict the reaction yield, written as a fraction of the theoretical maximum amount of product (1.0 means a 100% yield; for example, 0.34 means a 34% yield). (1) The reactants are F[C:2]1[CH:7]=[CH:6][C:5]([N+:8]([O-:10])=[O:9])=[CH:4][CH:3]=1.[C:11]1([CH:17]2[CH2:22][CH2:21][NH:20][CH2:19][CH2:18]2)[CH:16]=[CH:15][CH:14]=[CH:13][CH:12]=1.C(=O)([O-])[O-].[K+].[K+].[Al]. The catalyst is O.CS(C)=O. The product is [N+:8]([C:5]1[CH:6]=[CH:7][C:2]([N:20]2[CH2:21][CH2:22][CH:17]([C:11]3[CH:16]=[CH:15][CH:14]=[CH:13][CH:12]=3)[CH2:18][CH2:19]2)=[CH:3][CH:4]=1)([O-:10])=[O:9]. The yield is 0.860. (2) The reactants are [Cl:1][C:2]1[CH:14]=[C:13]([Cl:15])[C:12]([O:16][C:17]2[N:21]([CH3:22])[N:20]=[C:19]([CH3:23])[C:18]=2[CH2:24][CH3:25])=[CH:11][C:3]=1[O:4][C@@H:5]([CH3:10])[C:6]([O:8]C)=[O:7].O.[OH-].[Li+].Cl. The catalyst is O1CCCC1.O. The product is [Cl:1][C:2]1[CH:14]=[C:13]([Cl:15])[C:12]([O:16][C:17]2[N:21]([CH3:22])[N:20]=[C:19]([CH3:23])[C:18]=2[CH2:24][CH3:25])=[CH:11][C:3]=1[O:4][C@@H:5]([CH3:10])[C:6]([OH:8])=[O:7]. The yield is 0.870. (3) The reactants are [F:1][C:2]1[CH:10]=[C:9]2[C:5]([C:6]([C:12]3[N:17]=[C:16]4[C:18]([C:21]([OH:23])=O)=[CH:19][NH:20][C:15]4=[N:14][CH:13]=3)=[N:7][N:8]2[CH3:11])=[CH:4][CH:3]=1.[NH2:24][C:25]([CH3:29])([CH3:28])[C:26]#[N:27].CN(C(ON1N=NC2C=CC=NC1=2)=[N+](C)C)C.F[P-](F)(F)(F)(F)F.CCN(C(C)C)C(C)C. The catalyst is CN(C=O)C. The product is [C:26]([C:25]([NH:24][C:21]([C:18]1[C:16]2=[N:17][C:12]([C:6]3[C:5]4[C:9](=[CH:10][C:2]([F:1])=[CH:3][CH:4]=4)[N:8]([CH3:11])[N:7]=3)=[CH:13][N:14]=[C:15]2[NH:20][CH:19]=1)=[O:23])([CH3:29])[CH3:28])#[N:27]. The yield is 0.205. (4) The reactants are [C:1]12([CH2:11][C:12](O)=[O:13])[CH2:10][CH:5]3[CH2:6][CH:7]([CH2:9][CH:3]([CH2:4]3)[CH2:2]1)[CH2:8]2.C1C=CC2N(O)N=NC=2C=1.O.CCN=C=NCCCN(C)C.Cl.[NH2:38][C@H:39]1[CH2:44][CH2:43][C@H:42]([OH:45])[CH2:41][CH2:40]1.NC1(O)CCCCC1. The catalyst is C(Cl)Cl.CN(C=O)C. The product is [C:1]12([CH2:11][C:12]([NH:38][CH:39]3[CH2:44][CH2:43][CH:42]([OH:45])[CH2:41][CH2:40]3)=[O:13])[CH2:10][CH:5]3[CH2:4][CH:3]([CH2:9][CH:7]([CH2:6]3)[CH2:8]1)[CH2:2]2. The yield is 0.700. (5) The reactants are Br[C:2]1[CH:11]=[CH:10][C:5]([C:6]([O:8][CH3:9])=[O:7])=[C:4]([O:12][CH3:13])[CH:3]=1.[CH3:14][C:15]([CH3:19])([CH3:18])[C:16]#[CH:17]. The catalyst is CCN(CC)CC.[Cu]I.Cl[Pd](Cl)([P](C1C=CC=CC=1)(C1C=CC=CC=1)C1C=CC=CC=1)[P](C1C=CC=CC=1)(C1C=CC=CC=1)C1C=CC=CC=1. The product is [CH3:13][O:12][C:4]1[CH:3]=[C:2]([C:17]#[C:16][C:15]([CH3:19])([CH3:18])[CH3:14])[CH:11]=[CH:10][C:5]=1[C:6]([O:8][CH3:9])=[O:7]. The yield is 0.910. (6) The yield is 0.940. The reactants are [CH:1]([O:4][C:5]1[CH:10]=[CH:9][C:8]([C:11](=O)[CH2:12][C:13]#[N:14])=[CH:7][CH:6]=1)([CH3:3])[CH3:2].NC1C=C[NH:19][N:18]=1. The product is [CH:1]([O:4][C:5]1[CH:10]=[CH:9][C:8]([C:11]2[CH:12]=[C:13]([NH2:14])[NH:18][N:19]=2)=[CH:7][CH:6]=1)([CH3:3])[CH3:2]. No catalyst specified.